This data is from Reaction yield outcomes from USPTO patents with 853,638 reactions. The task is: Predict the reaction yield, written as a fraction of the theoretical maximum amount of product (1.0 means a 100% yield; for example, 0.34 means a 34% yield). (1) The catalyst is CN(C)C1C=CN=CC=1.ClCCl. The yield is 0.0200. The product is [Cl:23][C:24]1[CH:25]=[C:26]([CH:30]=[CH:31][CH:32]=1)[C:27]([NH:11][C:7]12[CH2:10][C:3]([NH:12][C:20]([C:18]3[CH:17]=[CH:16][CH:15]=[C:14]([CH3:13])[N:19]=3)=[O:22])([CH2:9][CH2:8]1)[CH2:4][CH2:5][CH2:6]2)=[O:28].[C:3]12([NH:12][C:20](=[O:22])[C:18]3[CH:17]=[CH:16][CH:15]=[C:14]([CH3:13])[N:19]=3)[CH2:10][C:7]([NH:11][C:27](=[O:29])[C:26]3[CH:30]=[CH:31][CH:32]=[C:24]([CH3:25])[N:35]=3)([CH2:8][CH2:9]1)[CH2:6][CH2:5][CH2:4]2. The reactants are Cl.Cl.[C:3]12([NH2:12])[CH2:10][C:7]([NH2:11])([CH2:8][CH2:9]1)[CH2:6][CH2:5][CH2:4]2.[CH3:13][C:14]1[N:19]=[C:18]([C:20]([OH:22])=O)[CH:17]=[CH:16][CH:15]=1.[Cl:23][C:24]1[CH:25]=[C:26]([CH:30]=[CH:31][CH:32]=1)[C:27]([OH:29])=[O:28].C([N:35](CC)CC)C.Cl.CN(C)CCCN=C=NCC. (2) The reactants are [C:1](Cl)(Cl)=[S:2].[F:5][C:6]([F:18])([F:17])[C:7]1[N:11]2[N:12]=[C:13]([NH2:16])[CH:14]=[CH:15][C:10]2=[N:9][N:8]=1. The catalyst is N1C=CC=CC=1.C1COCC1. The product is [N:16]([C:13]1[CH:14]=[CH:15][C:10]2[N:11]([C:7]([C:6]([F:18])([F:17])[F:5])=[N:8][N:9]=2)[N:12]=1)=[C:1]=[S:2]. The yield is 0.600. (3) The reactants are [CH3:1][C:2](=[CH2:16])[CH2:3][CH2:4][O:5][C:6]1[CH:7]=[C:8]([NH:12][C:13](=[O:15])[CH3:14])[CH:9]=[CH:10][CH:11]=1.[Al+3].[Cl-].[Cl-].[Cl-].O. The catalyst is FC1C=CC=CC=1. The product is [CH3:16][C:2]1([CH3:1])[C:11]2[C:6](=[CH:7][C:8]([NH:12][C:13](=[O:15])[CH3:14])=[CH:9][CH:10]=2)[O:5][CH2:4][CH2:3]1. The yield is 0.540. (4) The reactants are [C:1]([O:5][C:6]([N:8]1[CH2:13][CH2:12][NH:11][CH:10]([CH3:14])[CH2:9]1)=[O:7])([CH3:4])([CH3:3])[CH3:2].Br[C:16]1[CH:21]=[CH:20][C:19]([Cl:22])=[CH:18][CH:17]=1.CC(C)([O-])C.[Na+].C1C=CC(P(C2C(C3C(P(C4C=CC=CC=4)C4C=CC=CC=4)=CC=C4C=3C=CC=C4)=C3C(C=CC=C3)=CC=2)C2C=CC=CC=2)=CC=1. The catalyst is C(=CC(C=CC1C=CC=CC=1)=O)C1C=CC=CC=1.[Pd+2]. The product is [C:1]([O:5][C:6]([N:8]1[CH2:13][CH2:12][N:11]([C:16]2[CH:21]=[CH:20][C:19]([Cl:22])=[CH:18][CH:17]=2)[CH:10]([CH3:14])[CH2:9]1)=[O:7])([CH3:4])([CH3:2])[CH3:3]. The yield is 0.680. (5) The reactants are [CH3:1][C@H:2]1[CH2:7][O:6][CH2:5][CH2:4][NH:3]1.[C:8](Cl)(=[O:10])[NH2:9].CCN(C(C)C)C(C)C.[F:21][C:22]1[CH:23]=[CH:24][C:25]([NH:28]N)=[N:26][CH:27]=1. The catalyst is C(Cl)Cl. The product is [F:21][C:22]1[CH:23]=[CH:24][C:25]([NH:28][NH:9][C:8]([N:3]2[CH2:4][CH2:5][O:6][CH2:7][C@@H:2]2[CH3:1])=[O:10])=[N:26][CH:27]=1. The yield is 0.570. (6) The reactants are [CH2:1]([NH:8][C:9](=[O:23])[C:10]1[CH:15]=[CH:14][N:13]=[C:12]([N:16]2[CH2:21][CH2:20][CH2:19][CH2:18][C:17]2=[O:22])[CH:11]=1)[C:2]1[CH:7]=[CH:6][CH:5]=[CH:4][CH:3]=1.C[Si]([N-][Si](C)(C)C)(C)C.[Li+].[CH2:34](Br)[C:35]1[CH:40]=[CH:39][CH:38]=[CH:37][CH:36]=1. The yield is 0.320. The catalyst is O1CCCC1. The product is [CH2:1]([NH:8][C:9](=[O:23])[C:10]1[CH:15]=[CH:14][N:13]=[C:12]([N:16]2[CH2:21][CH2:20][CH2:19][CH:18]([CH2:34][C:35]3[CH:40]=[CH:39][CH:38]=[CH:37][CH:36]=3)[C:17]2=[O:22])[CH:11]=1)[C:2]1[CH:3]=[CH:4][CH:5]=[CH:6][CH:7]=1.